Dataset: Full USPTO retrosynthesis dataset with 1.9M reactions from patents (1976-2016). Task: Predict the reactants needed to synthesize the given product. (1) Given the product [ClH:21].[CH:1]1([CH2:7][N:8]2[C:16]3[C:11](=[CH:12][C:13]([F:17])=[CH:14][CH:15]=3)[C:10]([C:18]([N:36]3[CH2:37][CH2:38][N:33]([CH2:31][CH3:32])[CH2:34][CH2:35]3)=[O:22])=[CH:9]2)[CH2:2][CH2:3][CH2:4][CH2:5][CH2:6]1, predict the reactants needed to synthesize it. The reactants are: [CH:1]1([CH2:7][N:8]2[C:16]3[C:11](=[CH:12][C:13]([F:17])=[CH:14][CH:15]=3)[CH:10]=[CH:9]2)[CH2:6][CH2:5][CH2:4][CH2:3][CH2:2]1.[C:18](Cl)(=[O:22])C([Cl:21])=O.C(N(CC)CC)C.[CH2:31]([N:33]1[CH2:38][CH2:37][NH:36][CH2:35][CH2:34]1)[CH3:32]. (2) Given the product [CH3:1][O:2][C:3]1[CH:4]=[CH:5][C:6]([C:9]2[CH:10]=[CH:11][N:12]=[CH:13][CH:14]=2)=[CH:7][C:8]=1[S:20]([Cl:24])(=[O:22])=[O:21], predict the reactants needed to synthesize it. The reactants are: [CH3:1][O:2][C:3]1[CH:8]=[CH:7][C:6]([C:9]2[CH:14]=[CH:13][N:12]=[CH:11][CH:10]=2)=[CH:5][CH:4]=1.C([O-])(O)=O.[Na+].[S:20]([Cl:24])(=O)(=[O:22])[OH:21]. (3) The reactants are: [C:1]1([C:17]2[CH:22]=[CH:21][CH:20]=[CH:19][CH:18]=2)[CH:6]=[CH:5][CH:4]=[C:3]([NH:7][C:8](=[O:16])[CH2:9][CH:10]2[CH2:15][CH2:14][NH:13][CH2:12][CH2:11]2)[CH:2]=1.[C:23](Cl)(=[O:25])[CH3:24]. Given the product [C:23]([N:13]1[CH2:14][CH2:15][CH:10]([CH2:9][C:8]([NH:7][C:3]2[CH:2]=[C:1]([C:17]3[CH:18]=[CH:19][CH:20]=[CH:21][CH:22]=3)[CH:6]=[CH:5][CH:4]=2)=[O:16])[CH2:11][CH2:12]1)(=[O:25])[CH3:24], predict the reactants needed to synthesize it.